From a dataset of Full USPTO retrosynthesis dataset with 1.9M reactions from patents (1976-2016). Predict the reactants needed to synthesize the given product. (1) Given the product [CH3:21][N:22]1[CH2:27][CH2:26][N:25]([S:17]([C:2]2[CH:3]=[CH:4][C:5]3[C:6](=[O:16])[C:7]4[C:12](=[CH:11][CH:10]=[CH:9][CH:8]=4)[C:13](=[O:15])[C:14]=3[CH:1]=2)(=[O:19])=[O:18])[CH2:24][CH2:23]1, predict the reactants needed to synthesize it. The reactants are: [CH:1]1[C:14]2[C:13](=[O:15])[C:12]3[C:7](=[CH:8][CH:9]=[CH:10][CH:11]=3)[C:6](=[O:16])[C:5]=2[CH:4]=[CH:3][C:2]=1[S:17](Cl)(=[O:19])=[O:18].[CH3:21][N:22]1[CH2:27][CH2:26][NH:25][CH2:24][CH2:23]1.[OH-].[Na+]. (2) Given the product [CH3:11][C:9]1[CH:8]=[C:4]([CH:3]=[C:2](/[CH:19]=[CH:18]/[C:12]2[CH:17]=[CH:16][CH:15]=[CH:14][CH:13]=2)[N:10]=1)[C:5]([OH:7])=[O:6], predict the reactants needed to synthesize it. The reactants are: Cl[C:2]1[CH:3]=[C:4]([CH:8]=[C:9]([CH3:11])[N:10]=1)[C:5]([OH:7])=[O:6].[C:12]1(/[CH:18]=[CH:19]/B(O)O)[CH:17]=[CH:16][CH:15]=[CH:14][CH:13]=1.C([O-])([O-])=O.[K+].[K+].Cl. (3) Given the product [CH2:21]([P:19]([C:16]1[CH:17]=[CH:18][C:13]([NH:12][C:4]2[N:3]=[C:2]([NH:27][C:28]3[CH:29]=[CH:30][C:31]([C@H:39]4[CH2:44][CH2:43][C@H:42]([OH:45])[CH2:41][CH2:40]4)=[C:32]4[C:36]=3[C:35](=[O:37])[N:34]([CH3:38])[CH2:33]4)[C:7]([C:8]([F:11])([F:10])[F:9])=[CH:6][N:5]=2)=[CH:14][CH:15]=1)([CH2:24][CH2:25][CH3:26])=[O:20])[CH2:22][CH3:23], predict the reactants needed to synthesize it. The reactants are: Cl[C:2]1[C:7]([C:8]([F:11])([F:10])[F:9])=[CH:6][N:5]=[C:4]([NH:12][C:13]2[CH:18]=[CH:17][C:16]([P:19]([CH2:24][CH2:25][CH3:26])([CH2:21][CH2:22][CH3:23])=[O:20])=[CH:15][CH:14]=2)[N:3]=1.[NH2:27][C:28]1[CH:29]=[CH:30][C:31]([C@H:39]2[CH2:44][CH2:43][C@H:42]([OH:45])[CH2:41][CH2:40]2)=[C:32]2[C:36]=1[C:35](=[O:37])[N:34]([CH3:38])[CH2:33]2. (4) Given the product [CH:107]1[N:108]=[C:109]([NH2:110])[C:104]2[N:103]=[CH:102][N:101]([C@@H:99]3[O:100][C@H:96]([CH2:95][O:94][P:91]([O:90][P:87]([O:86][CH2:85][C@H:83]4[O:84][C@@H:80]([N:78]5[CH:77]=[C:76]([C:119]([NH2:121])=[O:120])[CH2:75][CH:74]=[CH:79]5)[C@H:81]([OH:118])[C@@H:82]4[OH:117])([OH:89])=[O:88])([OH:93])=[O:92])[C@@H:97]([OH:116])[C@H:98]3[O:111][P:112]([OH:115])([OH:114])=[O:113])[C:105]=2[N:106]=1, predict the reactants needed to synthesize it. The reactants are: P([O-])([O-])([O-])=O.[K+].[K+].[K+].C1(C(O)C)C=CC=CC=1.O=C[C@@H]([C@H]([C@@H]([C@@H](CO)O)O)O)O.C1C=[N+]([C@@H]2O[C@H](COP(OP(OC[C@H]3O[C@@H](N4C5N=CN=C(N)C=5N=C4)[C@H](O)[C@@H]3O)(O)=O)(O)=O)[C@@H](O)[C@H]2O)C=C(C(N)=O)C=1.[CH:74]1[CH:79]=[N+:78]([C@@H:80]2[O:84][C@H:83]([CH2:85][O:86][P:87]([O:90][P:91]([O:94][CH2:95][C@H:96]3[O:100][C@@H:99]([N:101]4[C:105]5[N:106]=[CH:107][N:108]=[C:109]([NH2:110])[C:104]=5[N:103]=[CH:102]4)[C@H:98]([O:111][P:112]([OH:115])([OH:114])=[O:113])[C@@H:97]3[OH:116])([OH:93])=[O:92])([OH:89])=[O:88])[C@@H:82]([OH:117])[C@H:81]2[OH:118])[CH:77]=[C:76]([C:119]([NH2:121])=[O:120])[CH:75]=1. (5) Given the product [CH:41]([O:35][CH2:32][CH2:33][O:19][CH2:1][CH2:2][CH2:3][CH2:4][CH2:5][CH2:6][CH2:7][CH2:8]/[CH:9]=[CH:10]\[CH2:11]/[CH:12]=[CH:13]\[CH2:14][CH2:15][CH2:16][CH2:17][CH3:18])=[CH2:42], predict the reactants needed to synthesize it. The reactants are: [CH2:1]([OH:19])[CH2:2][CH2:3][CH2:4][CH2:5][CH2:6][CH2:7][CH2:8]/[CH:9]=[CH:10]\[CH2:11]/[CH:12]=[CH:13]\[CH2:14][CH2:15][CH2:16][CH2:17][CH3:18].S(C=C[CH:32]([OH:35])[CH2:33]O)(C1C=CC(C)=CC=1)(=O)=O.S([O-])([O-])(=O)=O.[CH2:41]([N+](CCCC)(CCCC)CCCC)[CH2:42]CC.C([N+](CCCC)(CCCC)CCCC)CCC.[OH-].[Na+].